Dataset: Reaction yield outcomes from USPTO patents with 853,638 reactions. Task: Predict the reaction yield, written as a fraction of the theoretical maximum amount of product (1.0 means a 100% yield; for example, 0.34 means a 34% yield). (1) The reactants are Br[C:2]1[C:11](=[O:12])[C:10]2[C:5](=[CH:6][CH:7]=[CH:8][CH:9]=2)[O:4][CH:3]=1.[F:13][C:14]1[CH:19]=[CH:18][C:17](B(O)O)=[CH:16][CH:15]=1.C([O-])([O-])=O.[K+].[K+].C1COCC1. The catalyst is Cl[Pd](Cl)([P](C1C=CC=CC=1)(C1C=CC=CC=1)C1C=CC=CC=1)[P](C1C=CC=CC=1)(C1C=CC=CC=1)C1C=CC=CC=1.O. The product is [F:13][C:14]1[CH:19]=[CH:18][C:17]([C:2]2[C:11](=[O:12])[C:10]3[C:5](=[CH:6][CH:7]=[CH:8][CH:9]=3)[O:4][CH:3]=2)=[CH:16][CH:15]=1. The yield is 0.230. (2) The reactants are C([CH2:17][CH2:18][CH2:19][CH2:20][CH2:21][CH2:22][CH2:23][CH2:24]/[CH:25]=[CH:26]\[CH2:27][CH2:28][CH2:29][CH2:30][CH2:31][CH2:32][CH2:33][C:34]([NH-:36])=O)CCCCCCCCCCCCCCC.[H-].[H-].[H-].[H-].[Li+].[Al+3].[H-].[OH-].[Na+]. The catalyst is C1COCC1.CCOCC. The product is [CH2:32]([NH:36][CH2:34][CH2:33][CH2:32][CH2:31][CH2:30][CH2:29][CH2:28][CH2:27]/[CH:26]=[CH:25]\[CH2:24][CH2:23][CH2:22][CH2:21][CH2:20][CH2:19][CH2:18][CH3:17])[CH2:31][CH2:30][CH2:29][CH2:28][CH2:27][CH2:26][CH2:25][CH2:24][CH2:23][CH2:22][CH2:21][CH2:20][CH2:19][CH2:18][CH3:17]. The yield is 0.850. (3) The reactants are [NH2:1][C:2]1[CH:10]=[CH:9][CH:8]=[C:7]2[C:3]=1[CH:4]=[C:5]([C:20]([O:22][CH2:23][CH3:24])=[O:21])[N:6]2[CH2:11][C:12]1[CH:17]=[CH:16][C:15]([Cl:18])=[C:14]([Cl:19])[CH:13]=1.[Cl:25][CH2:26][C:27](Cl)=[O:28].C(N(CC)CC)C. The catalyst is ClCCl. The product is [Cl:25][CH2:26][C:27]([NH:1][C:2]1[CH:10]=[CH:9][CH:8]=[C:7]2[C:3]=1[CH:4]=[C:5]([C:20]([O:22][CH2:23][CH3:24])=[O:21])[N:6]2[CH2:11][C:12]1[CH:17]=[CH:16][C:15]([Cl:18])=[C:14]([Cl:19])[CH:13]=1)=[O:28]. The yield is 0.650. (4) The reactants are C(=O)([O-])[O-].[K+].[K+].Br[CH2:8][CH2:9][F:10].[C:11]([O:15][C:16]([N:18]1[CH2:23][CH2:22][NH:21][CH2:20][CH2:19]1)=[O:17])([CH3:14])([CH3:13])[CH3:12]. The catalyst is C(#N)C. The product is [C:11]([O:15][C:16]([N:18]1[CH2:23][CH2:22][N:21]([CH2:8][CH2:9][F:10])[CH2:20][CH2:19]1)=[O:17])([CH3:14])([CH3:12])[CH3:13]. The yield is 0.570. (5) The reactants are [O:1]1[C:5]([CH2:6][C:7]([OH:9])=O)=[CH:4][N:3]=[CH:2]1.[CH2:10]([C@@H:17]1[NH:22][CH2:21][CH2:20][N:19]([C:23]2[CH:31]=[C:30]3[C:26]([C:27]([CH2:35][CH3:36])=[N:28][N:29]3[CH:32]([CH3:34])[CH3:33])=[CH:25][CH:24]=2)[CH2:18]1)[C:11]1[CH:16]=[CH:15][CH:14]=[CH:13][CH:12]=1. No catalyst specified. The product is [CH2:10]([C@H:17]1[CH2:18][N:19]([C:23]2[CH:31]=[C:30]3[C:26]([C:27]([CH2:35][CH3:36])=[N:28][N:29]3[CH:32]([CH3:33])[CH3:34])=[CH:25][CH:24]=2)[CH2:20][CH2:21][N:22]1[C:7](=[O:9])[CH2:6][C:5]1[O:1][CH:2]=[N:3][CH:4]=1)[C:11]1[CH:12]=[CH:13][CH:14]=[CH:15][CH:16]=1. The yield is 0.340. (6) The reactants are [Br:1][C:2]1[CH:7]=[C:6](I)[C:5]([Br:9])=[CH:4][C:3]=1I.[C:11]1(B(O)O)[C:20]2[C:15](=[CH:16][CH:17]=[CH:18][CH:19]=2)[CH:14]=[CH:13][CH:12]=1.[C:37]1(P([C:37]2[CH:42]=[CH:41][CH:40]=[CH:39][CH:38]=2)[C:37]2[CH:42]=[CH:41][CH:40]=[CH:39][CH:38]=2)[CH:42]=[CH:41][CH:40]=[CH:39][CH:38]=1.[OH-].[K+].[N+]([C:48]1[CH:53]=CC=[CH:50][CH:49]=1)([O-])=O. The catalyst is O. The product is [Br:1][C:2]1[CH:7]=[C:6]([C:11]2[C:20]3[C:15](=[CH:16][CH:17]=[CH:18][CH:19]=3)[CH:14]=[CH:13][CH:12]=2)[C:5]([Br:9])=[CH:4][C:3]=1[C:39]1[C:38]2[C:37](=[CH:53][CH:48]=[CH:49][CH:50]=2)[CH:42]=[CH:41][CH:40]=1. The yield is 0.700. (7) The reactants are [O:1]=[C:2]([N:12]1[CH2:17][CH2:16][NH:15][CH2:14][CH2:13]1)[CH2:3][NH:4][C:5](=[O:11])[O:6][C:7]([CH3:10])([CH3:9])[CH3:8].C(Cl)CCl.C1C=C2C(N(O)N=NC2=CC=1)=O.[S:34]1[C:38]2[CH:39]=[CH:40][CH:41]=[CH:42][C:37]=2[CH:36]=[C:35]1[C:43]([NH:45][C@H:46]([C:51](O)=[O:52])[CH2:47][CH:48]([CH3:50])[CH3:49])=[O:44].CN1CCOCC1. The catalyst is C(Cl)Cl. The product is [S:34]1[C:38]2[CH:39]=[CH:40][CH:41]=[CH:42][C:37]=2[CH:36]=[C:35]1[C:43]([NH:45][C@@H:46]([CH2:47][CH:48]([CH3:50])[CH3:49])[C:51]([N:15]1[CH2:14][CH2:13][N:12]([C:2](=[O:1])[CH2:3][NH:4][C:5](=[O:11])[O:6][C:7]([CH3:10])([CH3:9])[CH3:8])[CH2:17][CH2:16]1)=[O:52])=[O:44]. The yield is 0.280. (8) The reactants are [NH2:1][C@H:2]([C:6]([OH:8])=O)[C@@H:3]([CH3:5])[OH:4].[CH2:9]([NH-:11])[CH3:10].Cl.C(N(CC)CC)C.[OH:20][C:21]1[CH:29]=[C:28]([C:30]#[C:31][C:32]2[CH:37]=[CH:36][CH:35]=[CH:34][CH:33]=2)[CH:27]=[CH:26][C:22]=1[C:23](O)=[O:24].C1C=CC2N(O)N=NC=2C=1.C1CCC(N=C=NC2CCCCC2)CC1. The catalyst is C(Cl)(Cl)Cl. The product is [CH2:9]([NH:11][C:6](=[O:8])[C@@H:2]([NH:1][C:23](=[O:24])[C:22]1[CH:26]=[CH:27][C:28]([C:30]#[C:31][C:32]2[CH:33]=[CH:34][CH:35]=[CH:36][CH:37]=2)=[CH:29][C:21]=1[OH:20])[C@H:3]([OH:4])[CH3:5])[CH3:10]. The yield is 0.381. (9) The reactants are N1C(Cl)=NC(Cl)=NC=1Cl.[C:10]([O:14][C:15](=[O:28])[NH:16][CH2:17][C:18]1([CH2:24][C:25](=O)[NH2:26])[CH2:23][CH2:22][CH2:21][CH2:20][CH2:19]1)([CH3:13])([CH3:12])[CH3:11].CCCCCC.CCOC(C)=O. The catalyst is CN(C=O)C. The product is [C:10]([O:14][C:15](=[O:28])[NH:16][CH2:17][C:18]1([CH2:24][C:25]#[N:26])[CH2:19][CH2:20][CH2:21][CH2:22][CH2:23]1)([CH3:11])([CH3:13])[CH3:12]. The yield is 0.800. (10) The reactants are [Cl-].COC[P+](C1C=CC=CC=1)(C1C=CC=CC=1)C1C=CC=CC=1.CCO[CH2:27][CH2:28][OH:29].C(=O)=O.[Li+].CC([N-]C(C)C)C.[CH2:41]([N:48]1[CH2:52][C:51](C=O)=[CH:50][NH:49]1)[C:42]1[CH:47]=[CH:46][CH:45]=[CH:44][CH:43]=1.Cl.C([O-])([O-])=O.[K+].[K+]. The catalyst is C1COCC1.O. The product is [CH2:41]([N:48]1[CH2:52][C:51]([CH2:27][CH:28]=[O:29])=[CH:50][NH:49]1)[C:42]1[CH:47]=[CH:46][CH:45]=[CH:44][CH:43]=1. The yield is 0.510.